The task is: Predict the product of the given reaction.. This data is from Forward reaction prediction with 1.9M reactions from USPTO patents (1976-2016). Given the reactants C[O:2][C:3](=[O:26])[C@@H:4]([CH2:20][CH2:21][CH2:22][CH2:23][CH2:24][CH3:25])[C@@H:5]([OH:19])[CH2:6][CH2:7][CH2:8][CH2:9][CH2:10][O:11][CH2:12][C:13]1[CH:18]=[CH:17][CH:16]=[CH:15][CH:14]=1.O.[OH-].[Li+].S([O-])(O)(=O)=O.[K+], predict the reaction product. The product is: [CH2:12]([O:11][CH2:10][CH2:9][CH2:8][CH2:7][CH2:6][C@H:5]([OH:19])[C@H:4]([CH2:20][CH2:21][CH2:22][CH2:23][CH2:24][CH3:25])[C:3]([OH:26])=[O:2])[C:13]1[CH:18]=[CH:17][CH:16]=[CH:15][CH:14]=1.